This data is from Forward reaction prediction with 1.9M reactions from USPTO patents (1976-2016). The task is: Predict the product of the given reaction. (1) Given the reactants Cl.Cl.Cl.[CH2:4]1[C:13]2[C:8](=[CH:9][CH:10]=[N:11][CH:12]=2)[CH2:7][CH2:6][N:5]1[C:14]1[CH:20]=[CH:19][C:17]([NH2:18])=[C:16]([CH3:21])[CH:15]=1.C(N(CC)C(C)C)(C)C.[C:31]1([CH3:40])[CH:36]=[CH:35][CH:34]=[C:33]([N:37]=[C:38]=[O:39])[CH:32]=1, predict the reaction product. The product is: [CH2:4]1[C:13]2[C:8](=[CH:9][CH:10]=[N:11][CH:12]=2)[CH2:7][CH2:6][N:5]1[C:14]1[CH:20]=[CH:19][C:17]([NH:18][C:38]([NH:37][C:33]2[CH:34]=[CH:35][CH:36]=[C:31]([CH3:40])[CH:32]=2)=[O:39])=[C:16]([CH3:21])[CH:15]=1. (2) Given the reactants [CH3:1][C:2]1[CH:30]=[CH:29][CH:28]=[C:27]([CH3:31])[C:3]=1[O:4][C:5]1[CH:6]=[C:7]2[C:12](=[CH:13][C:14]=1[CH3:15])[N:11]=[C:10]([N:16]1[CH:20]=[C:19]([C:21]([O:23]CC)=[O:22])[CH:18]=[N:17]1)[NH:9][C:8]2=O.[NH:32]1[CH2:36][CH2:35][CH2:34][CH2:33]1, predict the reaction product. The product is: [CH3:1][C:2]1[CH:30]=[CH:29][CH:28]=[C:27]([CH3:31])[C:3]=1[O:4][C:5]1[CH:6]=[C:7]2[C:12](=[CH:13][C:14]=1[CH3:15])[N:11]=[C:10]([N:16]1[CH:20]=[C:19]([C:21]([OH:23])=[O:22])[CH:18]=[N:17]1)[N:9]=[C:8]2[N:32]1[CH2:36][CH2:35][CH2:34][CH2:33]1.